This data is from Forward reaction prediction with 1.9M reactions from USPTO patents (1976-2016). The task is: Predict the product of the given reaction. (1) Given the reactants [H-].[Na+].[C:3]([C:5]1[CH:10]=[CH:9][C:8]([CH2:11][C:12]([O:14][CH2:15][CH3:16])=[O:13])=[CH:7][C:6]=1[O:17][CH3:18])#[N:4].[CH3:19]I.Cl, predict the reaction product. The product is: [C:3]([C:5]1[CH:10]=[CH:9][C:8]([CH:11]([CH3:19])[C:12]([O:14][CH2:15][CH3:16])=[O:13])=[CH:7][C:6]=1[O:17][CH3:18])#[N:4]. (2) Given the reactants [CH2:1]([O:4][CH:5]([C:9]1[CH:14]=[CH:13][C:12]([Cl:15])=[CH:11][CH:10]=1)[C:6](Cl)=[O:7])[C:2]#[CH:3].[NH2:16][C:17]1[C:18]([C:23]2[CH:28]=[CH:27][C:26]([O:29][CH3:30])=[C:25]([O:31][CH3:32])[CH:24]=2)=[N:19][CH:20]=[CH:21][CH:22]=1.C(N(CC)CC)C.O1CCCC1, predict the reaction product. The product is: [CH3:32][O:31][C:25]1[CH:24]=[C:23]([C:18]2[C:17]([NH:16][C:6](=[O:7])[CH:5]([O:4][CH2:1][C:2]#[CH:3])[C:9]3[CH:14]=[CH:13][C:12]([Cl:15])=[CH:11][CH:10]=3)=[CH:22][CH:21]=[CH:20][N:19]=2)[CH:28]=[CH:27][C:26]=1[O:29][CH3:30]. (3) Given the reactants Cl.[NH2:2][C@@H:3]([C:18]1[CH:23]=[CH:22][C:21]([F:24])=[C:20]([F:25])[CH:19]=1)[CH2:4][CH2:5][CH:6]1[C:11](=[O:12])[N:10]([CH:13]([CH3:15])[CH3:14])[C:9](=[O:16])[NH:8][C:7]1=O.P(Cl)(Cl)(Cl)=O.C(=O)([O-])[O-].[K+].[K+], predict the reaction product. The product is: [F:25][C:20]1[CH:19]=[C:18]([C@@H:3]2[NH:2][C:7]3[NH:8][C:9](=[O:16])[N:10]([CH:13]([CH3:15])[CH3:14])[C:11](=[O:12])[C:6]=3[CH2:5][CH2:4]2)[CH:23]=[CH:22][C:21]=1[F:24]. (4) Given the reactants [Cl:1][C:2]1[C:3]([N+:9]([O-])=O)=[C:4]([CH:6]=[CH:7][CH:8]=1)[NH2:5].CCO.[Cl-].[NH4+], predict the reaction product. The product is: [Cl:1][C:2]1[CH:8]=[CH:7][CH:6]=[C:4]([NH2:5])[C:3]=1[NH2:9]. (5) Given the reactants [O:1]1[CH:5]=[CH:4][CH:3]=[C:2]1[CH2:6][NH:7][C:8](=[O:24])[C:9]1[CH:14]=[C:13]([NH2:15])[CH:12]=[CH:11][C:10]=1[O:16][C:17]1[CH:18]=[C:19]([Cl:23])[CH:20]=[N:21][CH:22]=1.N1C=CC=CC=1.[Cl:31][C:32]1[CH:37]=[C:36]([Cl:38])[C:35]([CH3:39])=[CH:34][C:33]=1[S:40](Cl)(=[O:42])=[O:41].Cl, predict the reaction product. The product is: [O:1]1[CH:5]=[CH:4][CH:3]=[C:2]1[CH2:6][NH:7][C:8](=[O:24])[C:9]1[CH:14]=[C:13]([NH:15][S:40]([C:33]2[CH:34]=[C:35]([CH3:39])[C:36]([Cl:38])=[CH:37][C:32]=2[Cl:31])(=[O:42])=[O:41])[CH:12]=[CH:11][C:10]=1[O:16][C:17]1[CH:18]=[C:19]([Cl:23])[CH:20]=[N:21][CH:22]=1.